This data is from Reaction yield outcomes from USPTO patents with 853,638 reactions. The task is: Predict the reaction yield, written as a fraction of the theoretical maximum amount of product (1.0 means a 100% yield; for example, 0.34 means a 34% yield). (1) The reactants are [NH2:1][CH2:2][C:3]1[N:4]=[N:5][N:6]([C:8]2[CH:9]=[C:10]([NH:14][C:15]([N:17]3[C@@H:23]4[CH2:24][N:20]([CH2:21][CH2:22]4)[C:19]4[CH:25]=[CH:26][C:27]([C:29]5[CH:34]=[CH:33][CH:32]=[C:31]([C:35]([F:38])([F:37])[F:36])[CH:30]=5)=[N:28][C:18]3=4)=[O:16])[CH:11]=[CH:12][CH:13]=2)[CH:7]=1.C(N(CC)CC)C.[CH:46]1[C:51]([N:52]=[C:53]=[S:54])=[CH:50][C:49]2[C:55]([O:57][C:58]3([C:68]4[CH:69]=[CH:70][C:71]([OH:73])=[CH:72][C:67]=4[O:66][C:60]4[CH:61]=[C:62]([OH:65])[CH:63]=[CH:64][C:59]3=4)[C:48]=2[CH:47]=1)=[O:56].CN(C=O)C. The catalyst is C(#N)C. The product is [OH:65][C:62]1[CH:63]=[CH:64][C:59]2[C:58]3([C:48]4[C:49](=[CH:50][C:51]([NH:52][C:53](=[S:54])[NH:1][CH2:2][C:3]5[N:4]=[N:5][N:6]([C:8]6[CH:9]=[C:10]([NH:14][C:15]([N:17]7[C@@H:23]8[CH2:24][N:20]([CH2:21][CH2:22]8)[C:19]8[CH:25]=[CH:26][C:27]([C:29]9[CH:34]=[CH:33][CH:32]=[C:31]([C:35]([F:38])([F:37])[F:36])[CH:30]=9)=[N:28][C:18]7=8)=[O:16])[CH:11]=[CH:12][CH:13]=6)[CH:7]=5)=[CH:46][CH:47]=4)[C:55](=[O:56])[O:57]3)[C:68]3[C:67]([O:66][C:60]=2[CH:61]=1)=[CH:72][C:71]([OH:73])=[CH:70][CH:69]=3. The yield is 0.580. (2) The reactants are [Al+3].[Cl-].[Cl-].[Cl-].SCC.[CH2:8]([C:10]1[O:11][C:12]2[CH:27]=[CH:26][C:25]([O:28]C)=[CH:24][C:13]=2[C:14]=1[C:15]([C:17]1[CH:22]=[CH:21][C:20]([OH:23])=[CH:19][CH:18]=1)=[O:16])[CH3:9]. The catalyst is C(Cl)Cl. The product is [CH2:8]([C:10]1[O:11][C:12]2[CH:27]=[CH:26][C:25]([OH:28])=[CH:24][C:13]=2[C:14]=1[C:15]([C:17]1[CH:18]=[CH:19][C:20]([OH:23])=[CH:21][CH:22]=1)=[O:16])[CH3:9]. The yield is 0.250. (3) The reactants are C(O[C:6]([N:8]1[CH2:13][CH2:12][CH:11]([CH2:14][O:15][C:16]2[CH:25]=[C:24]3[C:19]([C:20]([O:26][C:27]4[CH:32]=[CH:31][C:30]([N+:33]([O-:35])=[O:34])=[CH:29][C:28]=4[F:36])=[CH:21][CH:22]=[N:23]3)=[CH:18][C:17]=2[O:37][CH3:38])[CH2:10][CH2:9]1)=O)(C)(C)C.C(O)(C(F)(F)F)=O.[BH-](OC(C)=O)(OC(C)=O)OC(C)=O.[Na+].C=O. The catalyst is C(Cl)Cl. The product is [F:36][C:28]1[CH:29]=[C:30]([N+:33]([O-:35])=[O:34])[CH:31]=[CH:32][C:27]=1[O:26][C:20]1[C:19]2[C:24](=[CH:25][C:16]([O:15][CH2:14][CH:11]3[CH2:12][CH2:13][N:8]([CH3:6])[CH2:9][CH2:10]3)=[C:17]([O:37][CH3:38])[CH:18]=2)[N:23]=[CH:22][CH:21]=1. The yield is 0.930. (4) The reactants are CO[C:3]([C:5]1([N:10]([CH3:18])[NH:11][CH2:12][CH2:13][C:14]([CH3:17])([CH3:16])[CH3:15])[CH2:9][CH2:8][CH2:7][CH2:6]1)=[O:4].[CH3:19][S:20]([NH:23][C:24]1[CH:39]=[CH:38][C:27]2[NH:28][C:29]([CH2:34][C:35](O)=[O:36])=[N:30][S:31](=[O:33])(=[O:32])[C:26]=2[CH:25]=1)(=[O:22])=[O:21].ClCCl.[O-]CC.[Na+].C(O)C. The catalyst is CN(C)C=O. The product is [CH3:17][C:14]([CH3:15])([CH3:16])[CH2:13][CH2:12][N:11]1[C:35](=[O:36])[C:34]([C:29]2[NH:28][C:27]3[CH:38]=[CH:39][C:24]([NH:23][S:20]([CH3:19])(=[O:22])=[O:21])=[CH:25][C:26]=3[S:31](=[O:33])(=[O:32])[N:30]=2)=[C:3]([OH:4])[C:5]2([CH2:6][CH2:7][CH2:8][CH2:9]2)[N:10]1[CH3:18]. The yield is 0.810. (5) The reactants are [CH3:1][O:2][C:3]1[CH:23]=[CH:22][CH:21]=[CH:20][C:4]=1[O:5][C:6]1[CH:7]=[C:8]([NH:12][CH2:13][C:14]2[CH:15]=[N:16][CH:17]=[CH:18][CH:19]=2)[CH:9]=[CH:10][CH:11]=1.[F:24][C:25]([F:32])([F:31])[CH2:26][S:27](Cl)(=[O:29])=[O:28].C(=O)([O-])[O-].[K+].[K+]. The catalyst is ClCCCl.N1C=CC=CC=1. The product is [CH3:1][O:2][C:3]1[CH:23]=[CH:22][CH:21]=[CH:20][C:4]=1[O:5][C:6]1[CH:7]=[C:8]([N:12]([CH2:13][C:14]2[CH:15]=[N:16][CH:17]=[CH:18][CH:19]=2)[S:27]([CH2:26][C:25]([F:32])([F:31])[F:24])(=[O:29])=[O:28])[CH:9]=[CH:10][CH:11]=1. The yield is 0.500. (6) The reactants are Br[C:2]1[C:25](=[O:26])[N:24]([CH2:27][CH3:28])[C:5]2[N:6]=[C:7]([NH:10][C:11]3[CH:16]=[CH:15][C:14]([N:17]4[CH2:22][CH2:21][N:20]([CH3:23])[CH2:19][CH2:18]4)=[CH:13][CH:12]=3)[N:8]=[CH:9][C:4]=2[CH:3]=1.[CH3:29][S:30]([C:33]1[CH:38]=[CH:37][C:36](B(O)O)=[CH:35][CH:34]=1)(=[O:32])=[O:31].[O-]P([O-])([O-])=O.[K+].[K+].[K+].CN(C)C=O. The catalyst is C1C=CC(P(C2C=CC=CC=2)[C-]2C=CC=C2)=CC=1.C1C=CC(P(C2C=CC=CC=2)[C-]2C=CC=C2)=CC=1.Cl[Pd]Cl.[Fe+2].O. The product is [CH2:27]([N:24]1[C:5]2[N:6]=[C:7]([NH:10][C:11]3[CH:16]=[CH:15][C:14]([N:17]4[CH2:22][CH2:21][N:20]([CH3:23])[CH2:19][CH2:18]4)=[CH:13][CH:12]=3)[N:8]=[CH:9][C:4]=2[CH:3]=[C:2]([C:36]2[CH:37]=[CH:38][C:33]([S:30]([CH3:29])(=[O:32])=[O:31])=[CH:34][CH:35]=2)[C:25]1=[O:26])[CH3:28]. The yield is 0.150. (7) The reactants are [OH:1][C:2]1[CH:28]=[CH:27][CH:26]=[CH:25][C:3]=1[CH2:4][NH:5][C:6]([NH:8][C:9]1[N:13]([C:14]2[CH:19]=[CH:18][C:17]([CH3:20])=[CH:16][CH:15]=2)[N:12]=[C:11]([C:21]([CH3:24])([CH3:23])[CH3:22])[CH:10]=1)=[O:7].[Cl:29][C:30]1[N:31]=[N:32][C:33](Cl)=[CH:34][CH:35]=1.C(=O)([O-])[O-].[K+].[K+].C(O)(=O)CC(CC(O)=O)(C(O)=O)O. The catalyst is CN(C)C=O. The product is [Cl:29][C:30]1[N:31]=[N:32][C:33]([O:1][C:2]2[CH:28]=[CH:27][CH:26]=[CH:25][C:3]=2[CH2:4][NH:5][C:6]([NH:8][C:9]2[N:13]([C:14]3[CH:19]=[CH:18][C:17]([CH3:20])=[CH:16][CH:15]=3)[N:12]=[C:11]([C:21]([CH3:23])([CH3:24])[CH3:22])[CH:10]=2)=[O:7])=[CH:34][CH:35]=1. The yield is 0.680. (8) The reactants are [C:1]([SH:9])(=[S:8])[C:2]1[CH:7]=[CH:6][CH:5]=[CH:4][CH:3]=1.[Cl:10][C:11]1[CH:19]=[CH:18][C:14]([C:15]([CH3:17])=[CH2:16])=[CH:13][CH:12]=1. The catalyst is CCCCCC. The product is [C:1]([S:9][C:15]([C:14]1[CH:18]=[CH:19][C:11]([Cl:10])=[CH:12][CH:13]=1)([CH3:17])[CH3:16])(=[S:8])[C:2]1[CH:7]=[CH:6][CH:5]=[CH:4][CH:3]=1. The yield is 0.342. (9) The reactants are [CH3:1][C:2]1[N:3]=[C:4]([NH2:7])[S:5][CH:6]=1.[CH3:8][C:9]([O:12][C:13](O[C:13]([O:12][C:9]([CH3:11])([CH3:10])[CH3:8])=[O:14])=[O:14])([CH3:11])[CH3:10].CCN(CC)CC. The catalyst is C1COCC1.CN(C1C=CN=CC=1)C. The product is [CH3:1][C:2]1[N:3]=[C:4]([NH:7][C:13](=[O:14])[O:12][C:9]([CH3:11])([CH3:10])[CH3:8])[S:5][CH:6]=1. The yield is 0.660.